Dataset: Reaction yield outcomes from USPTO patents with 853,638 reactions. Task: Predict the reaction yield, written as a fraction of the theoretical maximum amount of product (1.0 means a 100% yield; for example, 0.34 means a 34% yield). The reactants are Br[C:2]1[CH:7]=[CH:6][C:5]([N:8]2[CH:12]=[C:11]([CH3:13])[CH:10]=[C:9]2[C:14]2[CH:19]=[CH:18][C:17]([S:20]([CH3:23])(=[O:22])=[O:21])=[CH:16][CH:15]=2)=[CH:4][CH:3]=1.C([Sn](CCCC)(CCCC)[C:29]1[O:30][CH:31]=[CH:32][CH:33]=1)CCC.[Li+].[Cl-]. The catalyst is O1CCOCC1.C1C=CC([P]([Pd]([P](C2C=CC=CC=2)(C2C=CC=CC=2)C2C=CC=CC=2)([P](C2C=CC=CC=2)(C2C=CC=CC=2)C2C=CC=CC=2)[P](C2C=CC=CC=2)(C2C=CC=CC=2)C2C=CC=CC=2)(C2C=CC=CC=2)C2C=CC=CC=2)=CC=1. The product is [O:30]1[CH:31]=[CH:32][CH:33]=[C:29]1[C:2]1[CH:7]=[CH:6][C:5]([N:8]2[CH:12]=[C:11]([CH3:13])[CH:10]=[C:9]2[C:14]2[CH:19]=[CH:18][C:17]([S:20]([CH3:23])(=[O:22])=[O:21])=[CH:16][CH:15]=2)=[CH:4][CH:3]=1. The yield is 0.265.